The task is: Predict the product of the given reaction.. This data is from Forward reaction prediction with 1.9M reactions from USPTO patents (1976-2016). (1) Given the reactants [Br:1]N1C(=O)CCC1=O.[CH3:9][C:10]1[CH:27]=[N:26][C:13]2[NH:14][C:15]3[C:20]([C:12]=2[CH:11]=1)=[CH:19][CH:18]=[C:17]([C:21]([O:23][CH2:24][CH3:25])=[O:22])[CH:16]=3.S([O-])([O-])=O.[Na+].[Na+].C(OCC)(=O)C, predict the reaction product. The product is: [Br:1][C:18]1[CH:19]=[C:20]2[C:15](=[CH:16][C:17]=1[C:21]([O:23][CH2:24][CH3:25])=[O:22])[NH:14][C:13]1[N:26]=[CH:27][C:10]([CH3:9])=[CH:11][C:12]2=1. (2) Given the reactants [C:12]([O:11][C:9](O[C:9]([O:11][C:12]([CH3:15])([CH3:14])[CH3:13])=[O:10])=[O:10])([CH3:15])([CH3:14])[CH3:13].[NH2:16][C:17]([CH3:22])([CH3:21])[C:18]([OH:20])=[O:19], predict the reaction product. The product is: [C:12]([O:11][C:9]([NH:16][C:17]([CH3:22])([C:18]([OH:20])=[O:19])[CH3:21])=[O:10])([CH3:13])([CH3:14])[CH3:15]. (3) The product is: [CH3:22][N:23]([CH3:24])[C:2]1[N:7]=[CH:6][C:5]([C:8]2[N:12]3[CH:13]=[CH:14][CH:15]=[CH:16][C:11]3=[N:10][C:9]=2[C:17]([O:19][CH2:20][CH3:21])=[O:18])=[CH:4][CH:3]=1. Given the reactants F[C:2]1[N:7]=[CH:6][C:5]([C:8]2[N:12]3[CH:13]=[CH:14][CH:15]=[CH:16][C:11]3=[N:10][C:9]=2[C:17]([O:19][CH2:20][CH3:21])=[O:18])=[CH:4][CH:3]=1.[CH3:22][NH:23][CH3:24], predict the reaction product. (4) Given the reactants Br[C:2]1[C:3]([CH2:16][CH2:17][C:18]([O:20][C:21]([CH3:24])([CH3:23])[CH3:22])=[O:19])=[N:4][O:5][C:6]=1[CH:7]1[CH2:10][CH:9]([CH2:11][C:12]([CH3:15])([CH3:14])[CH3:13])[CH2:8]1.[CH:25]1(B2OC(C)(C)C(C)(C)O2)[CH2:27][CH2:26]1.[F-].[Cs+].C(Cl)Cl, predict the reaction product. The product is: [CH:25]1([C:2]2[C:3]([CH2:16][CH2:17][C:18]([O:20][C:21]([CH3:24])([CH3:23])[CH3:22])=[O:19])=[N:4][O:5][C:6]=2[CH:7]2[CH2:10][CH:9]([CH2:11][C:12]([CH3:15])([CH3:14])[CH3:13])[CH2:8]2)[CH2:27][CH2:26]1. (5) Given the reactants [CH3:1][O:2][CH2:3][CH2:4][N:5]1[CH:14]([C:15]#[C:16][Si:17]([CH3:20])([CH3:19])[CH3:18])[CH:13]([C:21](O)=[O:22])[C:12]2[C:7](=[CH:8][CH:9]=[CH:10][CH:11]=2)[C:6]1=[O:24].CN(C(ON1N=NC2C=CC=NC1=2)=[N+](C)C)C.F[P-](F)(F)(F)(F)F.[N:49]1([C:54]2[CH:60]=[CH:59][C:57]([NH2:58])=[CH:56][CH:55]=2)[CH:53]=[CH:52][CH:51]=[CH:50]1.C(NC(C)C)(C)C, predict the reaction product. The product is: [N:49]1([C:54]2[CH:60]=[CH:59][C:57]([NH:58][C:21]([CH:13]3[C:12]4[C:7](=[CH:8][CH:9]=[CH:10][CH:11]=4)[C:6](=[O:24])[N:5]([CH2:4][CH2:3][O:2][CH3:1])[CH:14]3[C:15]#[C:16][Si:17]([CH3:20])([CH3:19])[CH3:18])=[O:22])=[CH:56][CH:55]=2)[CH:50]=[CH:51][CH:52]=[CH:53]1. (6) Given the reactants [NH:1]([CH3:21])[C@H:2]([C:18]([NH2:20])=[O:19])[CH2:3][C:4]1[CH:9]=[CH:8][C:7]([O:10][CH2:11][C:12]2[CH:17]=[CH:16][CH:15]=[CH:14][CH:13]=2)=[CH:6][CH:5]=1.[N:22]([C:31]([O:33][CH2:34][CH:35]1[C:47]2[C:42](=[CH:43][CH:44]=[CH:45][CH:46]=2)[C:41]2[C:36]1=[CH:37][CH:38]=[CH:39][CH:40]=2)=[O:32])([CH3:30])[C@H:23]([C:27](O)=[O:28])[CH:24]([CH3:26])[CH3:25].O, predict the reaction product. The product is: [N:22]([C:31]([O:33][CH2:34][CH:35]1[C:47]2[C:42](=[CH:43][CH:44]=[CH:45][CH:46]=2)[C:41]2[C:36]1=[CH:37][CH:38]=[CH:39][CH:40]=2)=[O:32])([CH3:30])[C@H:23]([C:27]([N:1]([CH3:21])[C@H:2]([C:18]([NH2:20])=[O:19])[CH2:3][C:4]1[CH:5]=[CH:6][C:7]([O:10][CH2:11][C:12]2[CH:13]=[CH:14][CH:15]=[CH:16][CH:17]=2)=[CH:8][CH:9]=1)=[O:28])[CH:24]([CH3:26])[CH3:25]. (7) Given the reactants [C:1]([O:5][C:6]([N:8]1[CH2:13][CH2:12][C:11]([CH2:17][C:18]2[C:19]([I:26])=[N:20][N:21]([CH:23]([CH3:25])[CH3:24])[CH:22]=2)(C(O)=O)[CH2:10][CH2:9]1)=[O:7])([CH3:4])([CH3:3])[CH3:2].C([N:29]([CH2:32]C)CC)C.C1(P(N=[N+]=[N-])(C2C=CC=CC=2)=[O:41])C=CC=CC=1, predict the reaction product. The product is: [I:26][C:19]1[C:18]([CH2:17][C:11]2([N:29]=[C:32]=[O:41])[CH2:12][CH2:13][N:8]([C:6]([O:5][C:1]([CH3:4])([CH3:3])[CH3:2])=[O:7])[CH2:9][CH2:10]2)=[CH:22][N:21]([CH:23]([CH3:24])[CH3:25])[N:20]=1. (8) Given the reactants [N+:1]([C:4]1[CH:5]=[C:6]([CH:9]=[CH:10][C:11]=1[N:12]1[CH2:17][CH2:16][CH:15]([CH2:18][N:19]2[CH2:23][CH2:22][CH2:21][CH2:20]2)[CH2:14][CH2:13]1)[CH:7]=O)([O-:3])=[O:2].[NH:24]1[CH2:29][CH2:28][O:27][CH2:26][CH2:25]1, predict the reaction product. The product is: [N+:1]([C:4]1[CH:5]=[C:6]([CH:9]=[CH:10][C:11]=1[N:12]1[CH2:13][CH2:14][CH:15]([CH2:18][N:19]2[CH2:23][CH2:22][CH2:21][CH2:20]2)[CH2:16][CH2:17]1)[CH2:7][N:24]1[CH2:29][CH2:28][O:27][CH2:26][CH2:25]1)([O-:3])=[O:2]. (9) Given the reactants [F:1][C:2]1[CH:3]=[C:4]([OH:9])[CH:5]=[C:6]([F:8])[CH:7]=1.[N+:10]([O-])([OH:12])=[O:11], predict the reaction product. The product is: [F:1][C:2]1[C:3]([N+:10]([O-:12])=[O:11])=[C:4]([OH:9])[CH:5]=[C:6]([F:8])[CH:7]=1. (10) Given the reactants [C:1]1([CH3:15])[CH:6]=[C:5]([CH3:7])[CH:4]=[C:3]([CH3:8])[C:2]=1[NH:9][CH2:10][C:11](OC)=[O:12].O.[NH2:17][NH2:18], predict the reaction product. The product is: [C:1]1([CH3:15])[CH:6]=[C:5]([CH3:7])[CH:4]=[C:3]([CH3:8])[C:2]=1[NH:9][CH2:10][C:11]([NH:17][NH2:18])=[O:12].